Dataset: Forward reaction prediction with 1.9M reactions from USPTO patents (1976-2016). Task: Predict the product of the given reaction. (1) Given the reactants [CH3:1][N:2]1[C:6]([C:7](=[O:23])[NH:8][CH2:9][CH2:10][C:11]2[N:12]([CH3:22])[CH:13]=[C:14]([C:16]3[CH:21]=[CH:20][CH:19]=[CH:18][CH:17]=3)[N:15]=2)=[C:5]([C:24]([OH:26])=O)[N:4]=[C:3]1[CH3:27].F[P-](F)(F)(F)(F)F.C(C(=NO[C+](N(C)C)[N:46]1[CH2:51][CH2:50]OC[CH2:47]1)C(OCC)=O)#N.C(N(CC)C(C)C)(C)C.N1CCC1, predict the reaction product. The product is: [CH3:22][N:12]1[CH:13]=[C:14]([C:16]2[CH:17]=[CH:18][CH:19]=[CH:20][CH:21]=2)[N:15]=[C:11]1[CH2:10][CH2:9][NH:8][C:7]([C:6]1[N:2]([CH3:1])[C:3]([CH3:27])=[N:4][C:5]=1[C:24]([N:46]1[CH2:47][CH2:50][CH2:51]1)=[O:26])=[O:23]. (2) Given the reactants [CH3:1][C:2](C)([O-])[CH3:3].[K+].[CH2:7]([OH:19])[CH2:8][O:9][CH2:10][CH2:11][O:12][CH2:13][CH2:14][O:15][CH2:16][CH2:17][OH:18].C(I)C=C, predict the reaction product. The product is: [CH2:3]([O:18][CH2:17][CH2:16][O:15][CH2:14][CH2:13][O:12][CH2:11][CH2:10][O:9][CH2:8][CH2:7][OH:19])[CH:2]=[CH2:1]. (3) Given the reactants [F:1][C:2]([F:33])([F:32])[C:3]1[CH:27]=[C:26]([C:28]([F:31])([F:30])[F:29])[CH:25]=[CH:24][C:4]=1[CH2:5][N:6]1[C:14]2[C:9](=[CH:10][C:11]([CH:15]=[C:16]3[S:20][C:19](SC)=[N:18][C:17]3=[O:23])=[CH:12][CH:13]=2)[CH:8]=[N:7]1.[CH2:34]([O:36][CH2:37][CH2:38][N:39]1[CH2:44][CH2:43][NH:42][CH2:41][CH2:40]1)[CH3:35], predict the reaction product. The product is: [F:32][C:2]([F:33])([F:1])[C:3]1[CH:27]=[C:26]([C:28]([F:30])([F:29])[F:31])[CH:25]=[CH:24][C:4]=1[CH2:5][N:6]1[C:14]2[C:9](=[CH:10][C:11]([CH:15]=[C:16]3[S:20][C:19]([N:42]4[CH2:43][CH2:44][N:39]([CH2:38][CH2:37][O:36][CH2:34][CH3:35])[CH2:40][CH2:41]4)=[N:18][C:17]3=[O:23])=[CH:12][CH:13]=2)[CH:8]=[N:7]1. (4) Given the reactants [NH2:1][C:2]1[CH:7]=[CH:6][CH:5]=[CH:4][N:3]=1.[CH3:8][O:9][C:10]1[CH:11]=[C:12]([CH:17]=[CH:18][C:19]=1[O:20][CH3:21])[C:13](=O)[CH2:14]Br, predict the reaction product. The product is: [CH3:8][O:9][C:10]1[CH:11]=[C:12]([C:13]2[N:1]=[C:2]3[CH:7]=[CH:6][CH:5]=[CH:4][N:3]3[CH:14]=2)[CH:17]=[CH:18][C:19]=1[O:20][CH3:21]. (5) Given the reactants [OH:1][C:2]1[CH:7]=[CH:6][CH:5]=[CH:4][C:3]=1[C:8]([C:10]1[CH:15]=[CH:14][CH:13]=[CH:12][C:11]=1[S:16][CH3:17])=O.C([SiH](CC)CC)C.C(O)(C(F)(F)F)=O.O, predict the reaction product. The product is: [CH3:17][S:16][C:11]1[CH:12]=[CH:13][CH:14]=[CH:15][C:10]=1[CH2:8][C:3]1[CH:4]=[CH:5][CH:6]=[CH:7][C:2]=1[OH:1]. (6) Given the reactants Br[N:2]1[C:6]2C(Cl)=CC=CC=2[N:4]=[C:3]1[CH2:12][CH:13]1[CH2:18][CH2:17][NH:16][CH2:15][CH2:14]1.C([O-])([O-])=O.[Cs+].[Cs+].[C:25]1([C:44]2[CH:49]=[CH:48][CH:47]=[CH:46][CH:45]=2)C=CC=CC=1P(C1CCCCC1)C1CCCCC1.[F:50][C:51]1[CH:56]=[CH:55][C:54](I)=[CH:53][CH:52]=1, predict the reaction product. The product is: [F:50][C:51]1[CH:56]=[CH:55][C:54]([N:16]2[CH2:17][CH2:18][CH:13]([CH2:12][C:3]3[N:2]([CH3:6])[C:49]4[C:44]([CH3:25])=[CH:45][CH:46]=[CH:47][C:48]=4[N:4]=3)[CH2:14][CH2:15]2)=[CH:53][CH:52]=1. (7) Given the reactants Cl[CH2:2][C:3]([N:5]1[CH2:10][CH2:9][CH:8]([N:11]2[C:15](=[O:16])[C:14]([CH3:18])([CH3:17])[C:13]([C:19]3[CH:24]=[CH:23][C:22]([O:25][CH2:26][CH3:27])=[C:21]([O:28][CH2:29][CH3:30])[CH:20]=3)=[N:12]2)[CH2:7][CH2:6]1)=[O:4].[C:31]1(=[O:37])[NH:35][C:34](=[O:36])[CH2:33][CH2:32]1, predict the reaction product. The product is: [CH2:29]([O:28][C:21]1[CH:20]=[C:19]([C:13]2[C:14]([CH3:18])([CH3:17])[C:15](=[O:16])[N:11]([CH:8]3[CH2:9][CH2:10][N:5]([C:3](=[O:4])[CH2:2][N:35]4[C:31](=[O:37])[CH2:32][CH2:33][C:34]4=[O:36])[CH2:6][CH2:7]3)[N:12]=2)[CH:24]=[CH:23][C:22]=1[O:25][CH2:26][CH3:27])[CH3:30].